From a dataset of Reaction yield outcomes from USPTO patents with 853,638 reactions. Predict the reaction yield, written as a fraction of the theoretical maximum amount of product (1.0 means a 100% yield; for example, 0.34 means a 34% yield). The reactants are [N:1]([C@H:4]1[CH2:28][CH2:27][C@@:26]2([CH3:29])[C:6](=[CH:7][CH2:8][C@@H:9]3[C@@H:25]2[CH2:24][CH2:23][C@@:22]2([CH3:30])[C@H:10]3[CH2:11][CH2:12][C@@H:13]2[C@H:14]([CH3:21])[CH2:15][CH2:16][CH2:17][CH:18]([CH3:20])[CH3:19])[CH2:5]1)=[N+]=[N-].[H-].[Al+3].[Li+].[H-].[H-].[H-]. The catalyst is C(OCC)C. The product is [NH2:1][C@H:4]1[CH2:28][CH2:27][C@@:26]2([CH3:29])[C:6](=[CH:7][CH2:8][C@@H:9]3[C@@H:25]2[CH2:24][CH2:23][C@@:22]2([CH3:30])[C@H:10]3[CH2:11][CH2:12][C@@H:13]2[C@H:14]([CH3:21])[CH2:15][CH2:16][CH2:17][CH:18]([CH3:20])[CH3:19])[CH2:5]1. The yield is 0.850.